From a dataset of Full USPTO retrosynthesis dataset with 1.9M reactions from patents (1976-2016). Predict the reactants needed to synthesize the given product. (1) Given the product [OH:21][CH2:20][C@@H:18]1[CH2:19][C@H:17]1[C:15]#[C:16][C:2]1[CH:3]=[C:4]2[C:9](=[CH:10][CH:11]=1)[CH:8]=[C:7]([C:12]([OH:14])=[O:13])[CH:6]=[CH:5]2, predict the reactants needed to synthesize it. The reactants are: Br[C:2]1[CH:3]=[C:4]2[C:9](=[CH:10][CH:11]=1)[CH:8]=[C:7]([C:12]([OH:14])=[O:13])[CH:6]=[CH:5]2.[C:15]([C@@H:17]1[CH2:19][C@H:18]1[CH2:20][OH:21])#[CH:16].C(N(CC)CC)C. (2) Given the product [F:30][C:31]1[CH:36]=[CH:35][C:34]([C:37]2[N:40]=[C:27]([CH:13]3[CH2:14][CH:15]([C:17]4[CH:18]=[CH:19][C:20]([C:23]([F:25])([F:24])[F:26])=[CH:21][CH:22]=4)[CH2:16][N:11]([C:9]([N:6]4[CH2:7][CH2:8][CH:3]([C:1]#[N:2])[CH2:4][CH2:5]4)=[O:10])[CH2:12]3)[O:28][N:38]=2)=[CH:33][CH:32]=1, predict the reactants needed to synthesize it. The reactants are: [C:1]([CH:3]1[CH2:8][CH2:7][N:6]([C:9]([N:11]2[CH2:16][CH:15]([C:17]3[CH:22]=[CH:21][C:20]([C:23]([F:26])([F:25])[F:24])=[CH:19][CH:18]=3)[CH2:14][CH:13]([C:27](O)=[O:28])[CH2:12]2)=[O:10])[CH2:5][CH2:4]1)#[N:2].[F:30][C:31]1[CH:36]=[CH:35][C:34]([C:37](=[NH:40])[NH:38]O)=[CH:33][CH:32]=1. (3) Given the product [Br:41][C:42]1[CH:47]=[CH:46][C:45]([O:21][CH2:20][CH2:19][C:16]2[CH:17]=[CH:18][N:13]=[CH:14][CH:15]=2)=[CH:44][CH:43]=1, predict the reactants needed to synthesize it. The reactants are: N(C(OCC)=O)=NC(OCC)=O.[N:13]1[CH:18]=[CH:17][C:16]([CH2:19][CH2:20][OH:21])=[CH:15][CH:14]=1.C1(P(C2C=CC=CC=2)C2C=CC=CC=2)C=CC=CC=1.[Br:41][C:42]1[CH:47]=[CH:46][C:45](O)=[CH:44][CH:43]=1. (4) Given the product [NH2:16][C:14]1[N:13]=[CH:12][N:11]=[C:10]2[N:9]([CH:17]([C:19]3[CH:20]=[C:21]4[N:26]([C:27]=3[C:28]3[CH:33]=[CH:32][C:31]([OH:34])=[N:30][CH:29]=3)[CH:25]=[CH:24][CH:23]=[CH:22]4)[CH3:18])[N:8]=[C:7]([I:6])[C:15]=12, predict the reactants needed to synthesize it. The reactants are: I[Si](C)(C)C.[I:6][C:7]1[C:15]2[C:10](=[N:11][CH:12]=[N:13][C:14]=2[NH2:16])[N:9]([CH:17]([C:19]2[CH:20]=[C:21]3[N:26]([C:27]=2[C:28]2[CH:29]=[N:30][C:31]([O:34]C)=[CH:32][CH:33]=2)[CH:25]=[CH:24][CH:23]=[CH:22]3)[CH3:18])[N:8]=1.CO. (5) Given the product [F:12][C:13]1[CH:20]=[CH:19][C:16]([CH:17]2[C:2]([C:1]([O:7][C:8]([CH3:11])([CH3:10])[CH3:9])=[O:6])=[C:3]([CH3:5])[NH:21][C:3]([CH3:5])=[C:2]2[C:1]([O:7][C:8]([CH3:11])([CH3:10])[CH3:9])=[O:22])=[CH:15][CH:14]=1, predict the reactants needed to synthesize it. The reactants are: [C:1]([O:7][C:8]([CH3:11])([CH3:10])[CH3:9])(=[O:6])[CH2:2][C:3]([CH3:5])=O.[F:12][C:13]1[CH:20]=[CH:19][C:16]([CH:17]=O)=[CH:15][CH:14]=1.[NH4+:21].[OH-:22]. (6) Given the product [C:9]([O:13][C:14](=[O:49])[NH:15][C@H:16]1[CH2:17][CH2:18][C@@H:19]([N:22]2[C:27](=[O:28])[C:26]3[CH:29]=[C:30]([F:33])[CH:31]=[N:32][C:25]=3[N:24]([C:34]3[CH:35]=[C:36]([C:40]4[CH:45]=[CH:44][C:43]([CH2:46][N:5]5[CH2:6][CH2:7][CH2:8][N:2]([CH3:1])[CH2:3][CH2:4]5)=[CH:42][CH:41]=4)[CH:37]=[CH:38][CH:39]=3)[C:23]2=[O:48])[CH2:20][CH2:21]1)([CH3:10])([CH3:11])[CH3:12], predict the reactants needed to synthesize it. The reactants are: [CH3:1][N:2]1[CH2:8][CH2:7][CH2:6][NH:5][CH2:4][CH2:3]1.[C:9]([O:13][C:14](=[O:49])[NH:15][C@H:16]1[CH2:21][CH2:20][C@@H:19]([N:22]2[C:27](=[O:28])[C:26]3[CH:29]=[C:30]([F:33])[CH:31]=[N:32][C:25]=3[N:24]([C:34]3[CH:35]=[C:36]([C:40]4[CH:45]=[CH:44][C:43]([CH:46]=O)=[CH:42][CH:41]=4)[CH:37]=[CH:38][CH:39]=3)[C:23]2=[O:48])[CH2:18][CH2:17]1)([CH3:12])([CH3:11])[CH3:10].S([O-])([O-])(=O)=O.[Na+].[Na+].C(O[BH-](OC(=O)C)OC(=O)C)(=O)C.[Na+].